Dataset: Full USPTO retrosynthesis dataset with 1.9M reactions from patents (1976-2016). Task: Predict the reactants needed to synthesize the given product. Given the product [Cl:51][C:52]1[CH:53]=[C:54]([CH:57]=[CH:58][C:59]=1[N:60]([C@@H:11]([C:13]1[CH:18]=[CH:17][CH:16]=[CH:15][CH:14]=1)[CH2:10][N:7]1[CH2:8][CH2:9][C@H:5]([O:4][CH2:3][O:2][CH3:1])[CH2:6]1)[CH3:61])[C:55]#[N:56], predict the reactants needed to synthesize it. The reactants are: [CH3:1][O:2][CH2:3][O:4][C@H:5]1[CH2:9][CH2:8][N:7]([CH2:10][C@H:11]([C:13]2[CH:18]=[CH:17][CH:16]=[CH:15][CH:14]=2)O)[CH2:6]1.COCO[C@H]1CCN([C@H](C2C=CC=CC=2)CO)C1.C(N(CC)CC)C.CS(Cl)(=O)=O.[H-].[Na+].[Cl:51][C:52]1[CH:53]=[C:54]([CH:57]=[CH:58][C:59]=1[NH:60][CH3:61])[C:55]#[N:56].[NH4+].[OH-].